The task is: Predict the reaction yield, written as a fraction of the theoretical maximum amount of product (1.0 means a 100% yield; for example, 0.34 means a 34% yield).. This data is from Reaction yield outcomes from USPTO patents with 853,638 reactions. The reactants are [OH-:1].[Na+].C([O:5][C:6]([C:8]1[CH:9]=[N:10][N:11]2[CH:16]=[C:15]([C:17]#[N:18])[CH:14]=[N:13][C:12]=12)=[O:7])C.Cl. The catalyst is C(O)C. The product is [C:17]([C:15]1[CH:14]=[N:13][C:12]2[N:11]([N:10]=[CH:9][C:8]=2[C:6]([OH:5])=[O:7])[CH:16]=1)(=[O:1])[NH2:18]. The yield is 0.750.